This data is from Forward reaction prediction with 1.9M reactions from USPTO patents (1976-2016). The task is: Predict the product of the given reaction. (1) The product is: [CH2:1]1[CH2:6][C@H:5]([C@H:7]([C:14]([OH:16])=[O:15])[C:8]2[CH:9]=[CH:10][CH:11]=[CH:12][CH:13]=2)[NH:4][CH2:3][CH2:2]1.[C:31]([C:26]([C:27]([OH:29])=[O:28])([OH:30])[C:25]([C:17](=[O:24])[C:18]1[CH:23]=[CH:22][CH:21]=[CH:20][CH:19]=1)([OH:39])[C:40]([OH:42])=[O:41])(=[O:38])[C:32]1[CH:37]=[CH:36][CH:35]=[CH:34][CH:33]=1. Given the reactants [CH2:1]1[CH2:6][C@H:5]([C@H:7]([C:14]([OH:16])=[O:15])[C:8]2[CH:13]=[CH:12][CH:11]=[CH:10][CH:9]=2)[NH:4][CH2:3][CH2:2]1.[C:17]([C@:25]([C:40]([OH:42])=[O:41])([OH:39])[C@:26]([C:31](=[O:38])[C:32]1[CH:37]=[CH:36][CH:35]=[CH:34][CH:33]=1)([OH:30])[C:27]([OH:29])=[O:28])(=[O:24])[C:18]1[CH:23]=[CH:22][CH:21]=[CH:20][CH:19]=1, predict the reaction product. (2) Given the reactants [I:1][C:2]1[CH:3]=[C:4]([CH:11]=[CH:12][C:13]=1[O:14][CH2:15][CH2:16][CH3:17])[C:5]([O:7]CCC)=[O:6].C(OC1C=C(C=CC=1OCCC)C(OCCC)=O)CC, predict the reaction product. The product is: [I:1][C:2]1[CH:3]=[C:4]([CH:11]=[CH:12][C:13]=1[O:14][CH2:15][CH2:16][CH3:17])[C:5]([OH:7])=[O:6]. (3) Given the reactants [NH2:1][C:2]1[C:3]([C:8]2[CH:26]=[CH:25][C:11]([C:12]([NH:14][C:15]3[CH:20]=[CH:19][C:18]([C:21]([CH3:24])([CH3:23])[CH3:22])=[CH:17][CH:16]=3)=[O:13])=[CH:10][CH:9]=2)=[N:4][CH:5]=[CH:6][CH:7]=1.Cl[C:28]([O:30][CH3:31])=[O:29].C([O-])([O-])=O.[K+].[K+], predict the reaction product. The product is: [C:21]([C:18]1[CH:19]=[CH:20][C:15]([NH:14][C:12]([C:11]2[CH:10]=[CH:9][C:8]([C:3]3[C:2]([NH:1][C:28](=[O:29])[O:30][CH3:31])=[CH:7][CH:6]=[CH:5][N:4]=3)=[CH:26][CH:25]=2)=[O:13])=[CH:16][CH:17]=1)([CH3:22])([CH3:23])[CH3:24].